This data is from Reaction yield outcomes from USPTO patents with 853,638 reactions. The task is: Predict the reaction yield, written as a fraction of the theoretical maximum amount of product (1.0 means a 100% yield; for example, 0.34 means a 34% yield). (1) The reactants are [CH2:1]([O:3][C:4]([C:6]1[O:7][C:8]2[CH:15]=[CH:14][C:13]([Br:16])=[C:12]([OH:17])[C:9]=2[C:10]=1[CH3:11])=[O:5])[CH3:2].C(=O)([O-])[O-].[K+].[K+].Br[CH:25]([CH3:27])[CH3:26]. The catalyst is CN(C=O)C. The product is [Br:16][C:13]1[CH:14]=[CH:15][C:8]2[O:7][C:6]([C:4]([O:3][CH2:1][CH3:2])=[O:5])=[C:10]([CH3:11])[C:9]=2[C:12]=1[O:17][CH:25]([CH3:27])[CH3:26]. The yield is 1.00. (2) The reactants are O=P(Cl)(Cl)[Cl:3].[CH3:6][C@H:7]1[C:15]2[C:14](O)=[N:13][CH:12]=[N:11][C:10]=2[CH2:9][CH2:8]1.C([O-])(O)=O.[Na+]. The catalyst is ClCCCl. The product is [Cl:3][C:14]1[C:15]2[C@H:7]([CH3:6])[CH2:8][CH2:9][C:10]=2[N:11]=[CH:12][N:13]=1. The yield is 0.611. (3) The reactants are O[C:2]1[CH:3]=[C:4]([NH:8][C:9]2[N:14]=[C:13]([NH:15][C:16]3[CH:21]=[CH:20][CH:19]=[C:18](O)[CH:17]=3)[C:12]([F:23])=[CH:11][N:10]=2)[CH:5]=[CH:6][CH:7]=1.[NH2:24][C:25]1C=C(C=CC=1)C#N.Cl[C:34]1N=C(Cl)C(F)=C[N:35]=1. No catalyst specified. The product is [C:25]([C:2]1[CH:3]=[C:4]([NH:8][C:9]2[N:14]=[C:13]([NH:15][C:16]3[CH:21]=[CH:20][CH:19]=[C:18]([C:34]#[N:35])[CH:17]=3)[C:12]([F:23])=[CH:11][N:10]=2)[CH:5]=[CH:6][CH:7]=1)#[N:24]. The yield is 0.760. (4) The reactants are [CH2:1]([C:5]1[N:10]2[N:11]=[CH:12][N:13]=[C:9]2[N:8]([CH:14]2[CH2:23][CH2:22][C:17]3(OCC[O:18]3)[CH2:16][CH2:15]2)[C:7](=[O:24])[C:6]=1[CH2:25][C:26]1[CH:31]=[CH:30][C:29]([C:32]2[C:33]([C:38]#[N:39])=[CH:34][CH:35]=[CH:36][CH:37]=2)=[CH:28][CH:27]=1)[CH2:2][CH2:3][CH3:4].Cl.O1CCCC1.[BH4-].[Na+]. The catalyst is C(OCC)(=O)C.CO. The product is [CH2:1]([C:5]1[N:10]2[N:11]=[CH:12][N:13]=[C:9]2[N:8]([CH:14]2[CH2:23][CH2:22][CH:17]([OH:18])[CH2:16][CH2:15]2)[C:7](=[O:24])[C:6]=1[CH2:25][C:26]1[CH:31]=[CH:30][C:29]([C:32]2[C:33]([C:38]#[N:39])=[CH:34][CH:35]=[CH:36][CH:37]=2)=[CH:28][CH:27]=1)[CH2:2][CH2:3][CH3:4]. The yield is 1.00. (5) The reactants are [CH3:1][O:2][C:3](=[O:39])[NH:4][C@H:5]([C:9]([N:11]1[CH2:15][C@@H:14]([CH3:16])[CH2:13][C@H:12]1[C:17]1[NH:18][C:19]2[CH:29]=[CH:28][C:27]3[C:22](=[CH:23][CH:24]=[C:25](B4OC(C)(C)C(C)(C)O4)[CH:26]=3)[C:20]=2[N:21]=1)=[O:10])[CH:6]([CH3:8])[CH3:7].[CH3:40][O:41][C:42](=[O:55])[C:43]1[CH:48]=[CH:47][C:46](Br)=[C:45]([O:50][C:51]([F:54])([F:53])[F:52])[CH:44]=1.C(=O)([O-])[O-].[K+].[K+]. The catalyst is C1(C)C=CC=CC=1.O.C(OCC)(=O)C.C1C=CC(P(C2C=CC=CC=2)[C-]2C=CC=C2)=CC=1.C1C=CC(P(C2C=CC=CC=2)[C-]2C=CC=C2)=CC=1.Cl[Pd]Cl.[Fe+2]. The product is [CH3:40][O:41][C:42](=[O:55])[C:43]1[CH:48]=[CH:47][C:46]([C:25]2[CH:26]=[C:27]3[C:22](=[CH:23][CH:24]=2)[C:20]2[N:21]=[C:17]([C@@H:12]4[CH2:13][C@H:14]([CH3:16])[CH2:15][N:11]4[C:9](=[O:10])[C@@H:5]([NH:4][C:3]([O:2][CH3:1])=[O:39])[CH:6]([CH3:7])[CH3:8])[NH:18][C:19]=2[CH:29]=[CH:28]3)=[C:45]([O:50][C:51]([F:52])([F:54])[F:53])[CH:44]=1. The yield is 0.970. (6) The product is [CH3:37][S:38]([O:19][CH2:18][CH2:17][CH:16]([C:11]1[CH:12]=[CH:13][CH:14]=[CH:15][C:10]=1[O:9][CH2:8][CH2:7][N:4]1[CH2:3][CH2:2][O:1][CH2:6][CH2:5]1)[C:20]1[CH:25]=[CH:24][C:23]([O:26][CH3:27])=[C:22]([O:28][CH3:29])[CH:21]=1)(=[O:40])=[O:39]. The yield is 0.880. The reactants are [O:1]1[CH2:6][CH2:5][N:4]([CH2:7][CH2:8][O:9][C:10]2[CH:15]=[CH:14][CH:13]=[CH:12][C:11]=2[CH:16]([C:20]2[CH:25]=[CH:24][C:23]([O:26][CH3:27])=[C:22]([O:28][CH3:29])[CH:21]=2)[CH2:17][CH2:18][OH:19])[CH2:3][CH2:2]1.C(N(CC)CC)C.[CH3:37][S:38](Cl)(=[O:40])=[O:39]. The catalyst is ClCCl. (7) The reactants are [OH-].[Na+].C([O:5][C:6]([C:8]1[CH:12]=[C:11]([C:13]2[CH:18]=[CH:17][CH:16]=[CH:15][N:14]=2)[N:10]([C:19]2[CH:20]=[N:21][C:22]([O:25][CH3:26])=[CH:23][CH:24]=2)[N:9]=1)=[O:7])C.Cl. The catalyst is CO. The product is [CH3:26][O:25][C:22]1[N:21]=[CH:20][C:19]([N:10]2[C:11]([C:13]3[CH:18]=[CH:17][CH:16]=[CH:15][N:14]=3)=[CH:12][C:8]([C:6]([OH:7])=[O:5])=[N:9]2)=[CH:24][CH:23]=1. The yield is 0.860.